From a dataset of Retrosynthesis with 50K atom-mapped reactions and 10 reaction types from USPTO. Predict the reactants needed to synthesize the given product. Given the product Cc1ccc(OC2CCN(C(=O)C(=O)Nc3ccc4c(c3)OCC(=O)N4)CC2)cc1, predict the reactants needed to synthesize it. The reactants are: Cc1ccc(OC2CCNCC2)cc1.O=C1COc2cc(NC(=O)C(=O)O)ccc2N1.